From a dataset of Full USPTO retrosynthesis dataset with 1.9M reactions from patents (1976-2016). Predict the reactants needed to synthesize the given product. (1) Given the product [Cl:15][C:2]1[C:7]([C:8]([F:11])([F:10])[F:9])=[CH:6][C:5]([I:12])=[CH:4][N:3]=1, predict the reactants needed to synthesize it. The reactants are: O[C:2]1[C:7]([C:8]([F:11])([F:10])[F:9])=[CH:6][C:5]([I:12])=[CH:4][N:3]=1.O=P(Cl)(Cl)[Cl:15]. (2) The reactants are: [H-].[Na+].[CH2:3]([C:5]1[C:10](=[O:11])[NH:9][CH:8]=[N:7][C:6]=1[O:12][CH2:13][C:14]1[CH:21]=[CH:20][CH:19]=[CH:18][C:15]=1[C:16]#[N:17])[CH3:4].[CH2:22](Br)[C:23]1[CH:28]=[CH:27][CH:26]=[CH:25][CH:24]=1. Given the product [CH2:22]([N:9]1[C:10](=[O:11])[C:5]([CH2:3][CH3:4])=[C:6]([O:12][CH2:13][C:14]2[CH:21]=[CH:20][CH:19]=[CH:18][C:15]=2[C:16]#[N:17])[N:7]=[CH:8]1)[C:23]1[CH:28]=[CH:27][CH:26]=[CH:25][CH:24]=1, predict the reactants needed to synthesize it.